This data is from Full USPTO retrosynthesis dataset with 1.9M reactions from patents (1976-2016). The task is: Predict the reactants needed to synthesize the given product. (1) Given the product [CH3:14][CH:13]([CH3:15])[CH2:12][CH:11]([C:9]([CH2:21][Si:20]([CH3:24])([CH3:23])[CH3:22])=[CH2:10])[CH2:16][OH:17], predict the reactants needed to synthesize it. The reactants are: [Li+].[Cl-].FC(F)(F)S(O[C:9]([CH:11]([CH2:16][OH:17])[CH2:12][CH:13]([CH3:15])[CH3:14])=[CH2:10])(=O)=O.[Si:20]([CH2:24][Mg]Cl)([CH3:23])([CH3:22])[CH3:21].[NH4+].[Cl-]. (2) Given the product [CH3:19][NH:20][C:4]1[CH:9]=[CH:8][N:7]=[CH:6][C:5]=1[N+:10]([O-:12])=[O:11], predict the reactants needed to synthesize it. The reactants are: C(O[C:4]1[CH:9]=[CH:8][N:7]=[CH:6][C:5]=1[N+:10]([O-:12])=[O:11])C.C(OCC)(=O)C.[CH3:19][NH2:20]. (3) Given the product [CH2:35]([N:5]([CH2:3][CH3:4])[CH2:6][CH2:7][O:8][C:9]1[CH:10]=[CH:11][C:12]([OH:34])=[C:13]([CH:33]=1)[C:14]([NH:16][C:17]1[CH:26]=[C:25]([C:27]2[CH:28]=[CH:29][CH:30]=[CH:31][CH:32]=2)[CH:24]=[CH:23][C:18]=1[C:19]([OH:21])=[O:20])=[O:15])[CH3:36], predict the reactants needed to synthesize it. The reactants are: [OH-].[Na+].[CH2:3]([N:5]([CH2:35][CH3:36])[CH2:6][CH2:7][O:8][C:9]1[CH:10]=[CH:11][C:12]([OH:34])=[C:13]([CH:33]=1)[C:14]([NH:16][C:17]1[CH:26]=[C:25]([C:27]2[CH:32]=[CH:31][CH:30]=[CH:29][CH:28]=2)[CH:24]=[CH:23][C:18]=1[C:19]([O:21]C)=[O:20])=[O:15])[CH3:4].CS(O)(=O)=O. (4) Given the product [F:35][C:2]([F:1])([CH3:34])[C:3]([NH:5][C@@H:6]([CH3:33])[C@H:7]([O:14][C:15]1[CH:16]=[C:17]2[C:21](=[CH:22][CH:23]=1)[N:20]([C:24]1[CH:25]=[C:26]([C:27]([N:29]3[CH2:43][CH2:42][CH2:41][C@H:37]3[C:38]([NH2:40])=[O:39])=[O:28])[CH:30]=[CH:31][CH:32]=1)[N:19]=[CH:18]2)[C:8]1[CH:9]=[CH:10][CH:11]=[CH:12][CH:13]=1)=[O:4], predict the reactants needed to synthesize it. The reactants are: [F:1][C:2]([F:35])([CH3:34])[C:3]([NH:5][C@@H:6]([CH3:33])[C@H:7]([O:14][C:15]1[CH:16]=[C:17]2[C:21](=[CH:22][CH:23]=1)[N:20]([C:24]1[CH:25]=[C:26]([CH:30]=[CH:31][CH:32]=1)[C:27]([NH2:29])=[O:28])[N:19]=[CH:18]2)[C:8]1[CH:13]=[CH:12][CH:11]=[CH:10][CH:9]=1)=[O:4].N1[CH2:43][CH2:42][CH2:41][C@H:37]1[C:38]([NH2:40])=[O:39]. (5) Given the product [F:18][C:13]1[CH:14]=[CH:15][CH:16]=[CH:17][C:12]=1[CH2:11][C:8]1[N:6]2[N:7]=[CH:2][CH:3]=[CH:4][C:5]2=[CH:10][N:9]=1, predict the reactants needed to synthesize it. The reactants are: Cl[C:2]1[CH:3]=[CH:4][C:5]2[N:6]([C:8]([CH2:11][C:12]3[CH:17]=[CH:16][CH:15]=[CH:14][C:13]=3[F:18])=[N:9][CH:10]=2)[N:7]=1.C(N(CC)CC)C.[H][H]. (6) Given the product [C:1]([O:5][C:6]([N:8]1[CH2:9][CH2:10][CH:11]([C:14]2[N:15]([CH2:21][CH2:22][O:23][CH:24]3[CH2:29][CH2:28][CH2:27][CH2:26][O:25]3)[CH:16]=[C:17]([Br:19])[N:18]=2)[CH2:12][CH2:13]1)=[O:7])([CH3:4])([CH3:2])[CH3:3], predict the reactants needed to synthesize it. The reactants are: [C:1]([O:5][C:6]([N:8]1[CH2:13][CH2:12][CH:11]([C:14]2[N:15]([CH2:21][CH2:22][O:23][CH:24]3[CH2:29][CH2:28][CH2:27][CH2:26][O:25]3)[C:16](Br)=[C:17]([Br:19])[N:18]=2)[CH2:10][CH2:9]1)=[O:7])([CH3:4])([CH3:3])[CH3:2].[Li]CCCC. (7) Given the product [ClH:4].[CH3:5][S:6][C:7]1[CH:8]=[CH:9][C:10]([CH2:11][C:12]2[N:16]=[C:15]([CH:17]3[CH2:22][CH2:21][NH:20][CH2:19][CH2:18]3)[O:14][N:13]=2)=[CH:30][CH:31]=1, predict the reactants needed to synthesize it. The reactants are: C([Cl:4])(=O)C.[CH3:5][S:6][C:7]1[CH:31]=[CH:30][C:10]([CH2:11][C:12]2[N:16]=[C:15]([CH:17]3[CH2:22][CH2:21][N:20](C(OC(C)(C)C)=O)[CH2:19][CH2:18]3)[O:14][N:13]=2)=[CH:9][CH:8]=1. (8) Given the product [C:1]([O:5][C:6]([NH:8][CH2:9][CH:10]1[CH2:15][CH2:14][N:13]([C:16]2[N:21]=[CH:20][N:19]=[C:18]([C:23]([O:25][CH3:26])=[O:24])[CH:17]=2)[CH2:12][CH2:11]1)=[O:7])([CH3:4])([CH3:3])[CH3:2], predict the reactants needed to synthesize it. The reactants are: [C:1]([O:5][C:6]([NH:8][CH2:9][CH:10]1[CH2:15][CH2:14][N:13]([C:16]2[N:21]=[C:20](Cl)[N:19]=[C:18]([C:23]([O:25][CH3:26])=[O:24])[CH:17]=2)[CH2:12][CH2:11]1)=[O:7])([CH3:4])([CH3:3])[CH3:2].CO. (9) Given the product [Cl:17][C:18]1[CH:25]=[C:24]([Cl:26])[CH:23]=[CH:22][C:19]=1[CH2:20][N:9]1[C:10]([C:12]([O:14][CH2:15][CH3:16])=[O:13])=[CH:11][C:7]([C:1]2[CH:2]=[CH:3][CH:4]=[CH:5][CH:6]=2)=[N:8]1, predict the reactants needed to synthesize it. The reactants are: [C:1]1([C:7]2[CH:11]=[C:10]([C:12]([O:14][CH2:15][CH3:16])=[O:13])[NH:9][N:8]=2)[CH:6]=[CH:5][CH:4]=[CH:3][CH:2]=1.[Cl:17][C:18]1[CH:25]=[C:24]([Cl:26])[CH:23]=[CH:22][C:19]=1[CH2:20]Cl.C(=O)([O-])[O-].[K+].[K+]. (10) Given the product [CH2:29]([O:31][CH2:32][CH2:33][N:4]1[CH:3]=[C:2]([I:1])[CH:6]=[N:5]1)[CH3:30], predict the reactants needed to synthesize it. The reactants are: [I:1][C:2]1[CH:3]=[N:4][NH:5][CH:6]=1.C(OCN1C2N=CN=C(C3C=NN([CH:29]([O:31][CH2:32][CH3:33])[CH3:30])C=3)C=2C=C1)(=O)C(C)(C)C.Cl.C([O-])(O)=O.[Na+].